From a dataset of Reaction yield outcomes from USPTO patents with 853,638 reactions. Predict the reaction yield, written as a fraction of the theoretical maximum amount of product (1.0 means a 100% yield; for example, 0.34 means a 34% yield). The reactants are [CH2:1](Br)[C:2]1[CH:7]=[CH:6][CH:5]=[CH:4][CH:3]=1.[F-].[K+].CN(C)C=O.[CH:16]([C:18]1[CH:26]=[C:22]([C:23]([OH:25])=[O:24])[C:21]([OH:27])=[CH:20][CH:19]=1)=[O:17]. The catalyst is O. The product is [CH2:1]([O:25][C:23](=[O:24])[C:22]1[C:21](=[CH:20][CH:19]=[C:18]([CH:16]=[O:17])[CH:26]=1)[OH:27])[C:2]1[CH:7]=[CH:6][CH:5]=[CH:4][CH:3]=1. The yield is 0.689.